This data is from Reaction yield outcomes from USPTO patents with 853,638 reactions. The task is: Predict the reaction yield, written as a fraction of the theoretical maximum amount of product (1.0 means a 100% yield; for example, 0.34 means a 34% yield). The reactants are C([O:3][C:4](=[O:26])[CH2:5][N:6]([CH2:20][C:21]([O:23]CC)=[O:22])[C:7]1[CH:12]=[C:11]([C:13]2[N:17]=[C:16]([CH3:18])[O:15][N:14]=2)[CH:10]=[CH:9][C:8]=1[CH3:19])C.[OH-].[Na+]. The catalyst is CO.O1CCCC1. The product is [CH3:19][C:8]1[CH:9]=[CH:10][C:11]([C:13]2[N:17]=[C:16]([CH3:18])[O:15][N:14]=2)=[CH:12][C:7]=1[N:6]([CH2:5][C:4]([OH:26])=[O:3])[CH2:20][C:21]([OH:23])=[O:22]. The yield is 0.990.